This data is from Forward reaction prediction with 1.9M reactions from USPTO patents (1976-2016). The task is: Predict the product of the given reaction. (1) Given the reactants [C:1]([C:3]1[CH:4]=[C:5](B(O)O)[CH:6]=[C:7]([F:9])[CH:8]=1)#[N:2].Br[C:14]1[CH:31]=[C:30]2[C:17]([CH2:18][CH2:19][C:20]3([C:23]42[N:27]=[C:26]([NH2:28])[C:25]([CH3:29])=[N:24]4)[CH2:22][CH2:21]3)=[CH:16][CH:15]=1.C(=O)([O-])[O-].[K+].[K+].CC([PH+](C(C)(C)C)CCCS([O-])(=O)=O)(C)C, predict the reaction product. The product is: [NH2:28][C:26]1[C:25]([CH3:29])=[N:24][C:23]2([C:30]3[C:17](=[CH:16][CH:15]=[C:14]([C:5]4[CH:4]=[C:3]([CH:8]=[C:7]([F:9])[CH:6]=4)[C:1]#[N:2])[CH:31]=3)[CH2:18][CH2:19][C:20]32[CH2:21][CH2:22]3)[N:27]=1. (2) Given the reactants [H-].[Na+].[CH3:3]I.[C:5]([O:9][C:10]([NH:12][CH2:13][C@H:14]([CH2:18][C:19]1[CH:24]=[C:23]([Cl:25])[CH:22]=[CH:21][C:20]=1[O:26][CH3:27])[C:15]([OH:17])=[O:16])=[O:11])([CH3:8])([CH3:7])[CH3:6].Cl, predict the reaction product. The product is: [C:5]([O:9][C:10]([N:12]([CH3:3])[CH2:13][C@H:14]([CH2:18][C:19]1[CH:24]=[C:23]([Cl:25])[CH:22]=[CH:21][C:20]=1[O:26][CH3:27])[C:15]([OH:17])=[O:16])=[O:11])([CH3:8])([CH3:7])[CH3:6]. (3) Given the reactants [F:1][C:2]1[CH:22]=[CH:21][C:5]([O:6][CH2:7][CH2:8][O:9][C:10]2[CH:15]=[CH:14][C:13]([CH2:16][C:17]#[N:18])=[CH:12][C:11]=2[O:19][CH3:20])=[CH:4][CH:3]=1.N, predict the reaction product. The product is: [F:1][C:2]1[CH:3]=[CH:4][C:5]([O:6][CH2:7][CH2:8][O:9][C:10]2[CH:15]=[CH:14][C:13]([CH2:16][CH2:17][NH2:18])=[CH:12][C:11]=2[O:19][CH3:20])=[CH:21][CH:22]=1. (4) Given the reactants [O:1]1[CH2:6][CH2:5][C:4](=[O:7])[CH2:3][CH2:2]1.II.Br[CH2:11][C:12]([O:14][CH2:15][CH3:16])=[O:13].S(=O)(=O)(O)O, predict the reaction product. The product is: [CH2:15]([O:14][C:12](=[O:13])[CH2:11][C:4]1([OH:7])[CH2:5][CH2:6][O:1][CH2:2][CH2:3]1)[CH3:16].